This data is from Full USPTO retrosynthesis dataset with 1.9M reactions from patents (1976-2016). The task is: Predict the reactants needed to synthesize the given product. Given the product [CH3:58][C:55]1[C:54]2[C:48]3[CH:47]=[CH:46][C:45]([C:23]4[CH:22]=[N:21][N:20]([CH3:19])[CH:24]=4)=[CH:68][C:49]=3[N:50]([C:60]3[CH:67]=[CH:66][C:63]([C:64]#[N:65])=[CH:62][CH:61]=3)[C:51](=[O:59])[CH2:52][C:53]=2[O:57][N:56]=1, predict the reactants needed to synthesize it. The reactants are: F[B-](F)(F)F.C([PH+](C(C)(C)C)C(C)(C)C)(C)(C)C.[CH3:19][N:20]1[CH:24]=[C:23](B2OC(C)(C)C(C)(C)O2)[CH:22]=[N:21]1.[O-]P([O-])([O-])=O.[K+].[K+].[K+].N#N.Cl[C:45]1[CH:46]=[CH:47][C:48]2[C:54]3[C:55]([CH3:58])=[N:56][O:57][C:53]=3[CH2:52][C:51](=[O:59])[N:50]([C:60]3[CH:67]=[CH:66][C:63]([C:64]#[N:65])=[CH:62][CH:61]=3)[C:49]=2[CH:68]=1.